This data is from Forward reaction prediction with 1.9M reactions from USPTO patents (1976-2016). The task is: Predict the product of the given reaction. (1) Given the reactants [OH:1][C:2]([C:4]([F:7])([F:6])[F:5])=[O:3].Br[CH2:9][CH2:10][CH2:11][CH2:12][CH2:13][CH2:14][N:15]1[C:19](=[O:20])[C:18]2([CH2:25][CH2:24][N:23]([C@H:26]3[CH2:31][CH2:30][C@@H:29]([CH:32]([CH3:34])[CH3:33])[CH2:28][CH2:27]3)[CH2:22][CH2:21]2)[N:17]([C:35]2[CH:40]=[CH:39][CH:38]=[CH:37][CH:36]=2)[CH2:16]1.[NH:41]1[CH2:54][CH2:53][CH2:52][NH:51][CH2:50][CH2:49][NH:48][CH2:47][CH2:46][CH2:45][NH:44][CH2:43][CH2:42]1, predict the reaction product. The product is: [OH:3][C:2]([C:4]([F:7])([F:6])[F:5])=[O:1].[CH:32]([C@@H:29]1[CH2:28][CH2:27][C@H:26]([N:23]2[CH2:22][CH2:21][C:18]3([N:17]([C:35]4[CH:36]=[CH:37][CH:38]=[CH:39][CH:40]=4)[CH2:16][N:15]([CH2:14][CH2:13][CH2:12][CH2:11][CH2:10][CH2:9][N:41]4[CH2:54][CH2:53][CH2:52][NH:51][CH2:50][CH2:49][NH:48][CH2:47][CH2:46][CH2:45][NH:44][CH2:43][CH2:42]4)[C:19]3=[O:20])[CH2:25][CH2:24]2)[CH2:31][CH2:30]1)([CH3:33])[CH3:34]. (2) Given the reactants [Si]([O:8][CH2:9][CH2:10][CH2:11][CH2:12][C:13]1[CH:14]=[C:15]([NH:19][C:20]([NH2:22])=[O:21])[CH:16]=[CH:17][CH:18]=1)(C(C)(C)C)(C)C.C(O)(C(F)(F)F)=O, predict the reaction product. The product is: [OH:8][CH2:9][CH2:10][CH2:11][CH2:12][C:13]1[CH:14]=[C:15]([NH:19][C:20]([NH2:22])=[O:21])[CH:16]=[CH:17][CH:18]=1.